From a dataset of NCI-60 drug combinations with 297,098 pairs across 59 cell lines. Regression. Given two drug SMILES strings and cell line genomic features, predict the synergy score measuring deviation from expected non-interaction effect. (1) Drug 1: CC1=CC=C(C=C1)C2=CC(=NN2C3=CC=C(C=C3)S(=O)(=O)N)C(F)(F)F. Drug 2: CC1C(C(CC(O1)OC2CC(CC3=C2C(=C4C(=C3O)C(=O)C5=CC=CC=C5C4=O)O)(C(=O)C)O)N)O. Cell line: NCI-H322M. Synergy scores: CSS=45.4, Synergy_ZIP=-4.01, Synergy_Bliss=-1.88, Synergy_Loewe=-38.7, Synergy_HSA=-1.14. (2) Drug 1: C1=CC=C(C=C1)NC(=O)CCCCCCC(=O)NO. Drug 2: CCC1=C2N=C(C=C(N2N=C1)NCC3=C[N+](=CC=C3)[O-])N4CCCCC4CCO. Cell line: OVCAR3. Synergy scores: CSS=70.0, Synergy_ZIP=-0.721, Synergy_Bliss=-0.466, Synergy_Loewe=-4.60, Synergy_HSA=0.476. (3) Drug 1: CC12CCC(CC1=CCC3C2CCC4(C3CC=C4C5=CN=CC=C5)C)O. Drug 2: CC1=C(C(CCC1)(C)C)C=CC(=CC=CC(=CC(=O)O)C)C. Cell line: SNB-75. Synergy scores: CSS=6.88, Synergy_ZIP=-2.26, Synergy_Bliss=2.39, Synergy_Loewe=0.976, Synergy_HSA=2.16. (4) Drug 1: CC1C(C(CC(O1)OC2CC(CC3=C2C(=C4C(=C3O)C(=O)C5=C(C4=O)C(=CC=C5)OC)O)(C(=O)C)O)N)O.Cl. Drug 2: C1=CC=C(C=C1)NC(=O)CCCCCCC(=O)NO. Cell line: K-562. Synergy scores: CSS=44.8, Synergy_ZIP=-1.40, Synergy_Bliss=2.68, Synergy_Loewe=1.65, Synergy_HSA=4.92.